The task is: Regression. Given a peptide amino acid sequence and an MHC pseudo amino acid sequence, predict their binding affinity value. This is MHC class I binding data.. This data is from Peptide-MHC class I binding affinity with 185,985 pairs from IEDB/IMGT. (1) The peptide sequence is SEGDDDGSR. The MHC is HLA-B58:01 with pseudo-sequence HLA-B58:01. The binding affinity (normalized) is 0.0847. (2) The peptide sequence is YTAKYPNL. The MHC is H-2-Kb with pseudo-sequence H-2-Kb. The binding affinity (normalized) is 0.619. (3) The peptide sequence is SYCNGVREL. The MHC is HLA-C04:01 with pseudo-sequence HLA-C04:01. The binding affinity (normalized) is 0.0847. (4) The peptide sequence is NTTQQGDMY. The MHC is HLA-A30:01 with pseudo-sequence HLA-A30:01. The binding affinity (normalized) is 0.0847. (5) The peptide sequence is DTPLDLAIQQL. The MHC is Mamu-A02 with pseudo-sequence Mamu-A02. The binding affinity (normalized) is 0.201. (6) The binding affinity (normalized) is 0. The MHC is HLA-B40:02 with pseudo-sequence HLA-B40:02. The peptide sequence is FPVKPQVPLR. (7) The peptide sequence is RTWHYCGSY. The MHC is BoLA-T2a with pseudo-sequence BoLA-T2a. The binding affinity (normalized) is 0.0641. (8) The peptide sequence is SRWRIRSGL. The MHC is HLA-B08:01 with pseudo-sequence HLA-B08:01. The binding affinity (normalized) is 0.267.